From a dataset of Catalyst prediction with 721,799 reactions and 888 catalyst types from USPTO. Predict which catalyst facilitates the given reaction. (1) Reactant: [CH3:1][O:2][C:3](=[O:13])[C:4]1[CH:9]=[C:8]([O:10][CH3:11])[CH:7]=[C:6](Br)[CH:5]=1.[C:14]1(B(O)O)[CH:19]=[CH:18][CH:17]=[CH:16][CH:15]=1.C(=O)([O-])[O-].[Na+].[Na+]. Product: [CH3:1][O:2][C:3]([C:4]1[CH:5]=[C:6]([C:14]2[CH:19]=[CH:18][CH:17]=[CH:16][CH:15]=2)[CH:7]=[C:8]([O:10][CH3:11])[CH:9]=1)=[O:13]. The catalyst class is: 108. (2) Reactant: [CH3:1][N:2]([CH3:16])[S:3]([C:6]1[CH:7]=[C:8]2[C:12](=[CH:13][CH:14]=1)[NH:11][C:10](=[O:15])[CH2:9]2)(=[O:5])=[O:4].[CH:17]([C:19]1[NH:20][C:21]([CH3:33])=[C:22]([S:29]([CH3:32])(=[O:31])=[O:30])[C:23]=1[CH2:24][CH2:25][C:26]([OH:28])=[O:27])=O.N1CCCCC1. Product: [CH3:1][N:2]([CH3:16])[S:3]([C:6]1[CH:7]=[C:8]2[C:12](=[CH:13][CH:14]=1)[NH:11][C:10](=[O:15])/[C:9]/2=[CH:17]\[C:19]1[NH:20][C:21]([CH3:33])=[C:22]([S:29]([CH3:32])(=[O:31])=[O:30])[C:23]=1[CH2:24][CH2:25][C:26]([OH:28])=[O:27])(=[O:5])=[O:4]. The catalyst class is: 8. (3) Reactant: C([N-]C(C)C)(C)C.[Li+].[Br-].[CH3:10][O:11][C:12]1[CH:37]=[CH:36][CH:35]=[CH:34][C:13]=1[CH2:14][P+](C1C=CC=CC=1)(C1C=CC=CC=1)C1C=CC=CC=1.[CH3:38][N:39]1[CH:43]=[CH:42][CH:41]=[C:40]1[CH:44]=O.O. Product: [CH3:10][O:11][C:12]1[CH:37]=[CH:36][CH:35]=[CH:34][C:13]=1[CH:14]=[CH:44][C:40]1[N:39]([CH3:38])[CH:43]=[CH:42][CH:41]=1. The catalyst class is: 7. (4) Reactant: [CH3:1][O:2][C:3](=[O:21])[C@@H:4]([N:13]1[C:17]([CH3:18])=[CH:16][C:15]([Cl:19])=[C:14]1[CH3:20])[CH2:5][C:6]1[CH:11]=[CH:10][C:9]([OH:12])=[CH:8][CH:7]=1.C1(P(C2C=CC=CC=2)C2C=CC=CC=2)C=CC=CC=1.[CH3:41][C:42]1[O:46][C:45]([C:47]2[CH:52]=[CH:51][CH:50]=[CH:49][CH:48]=2)=[N:44][C:43]=1[CH2:53][CH2:54]O.CC(OC(/N=N/C(OC(C)C)=O)=O)C. Product: [CH3:1][O:2][C:3](=[O:21])[C@@H:4]([N:13]1[C:17]([CH3:18])=[CH:16][C:15]([Cl:19])=[C:14]1[CH3:20])[CH2:5][C:6]1[CH:11]=[CH:10][C:9]([O:12][CH2:54][CH2:53][C:43]2[N:44]=[C:45]([C:47]3[CH:52]=[CH:51][CH:50]=[CH:49][CH:48]=3)[O:46][C:42]=2[CH3:41])=[CH:8][CH:7]=1. The catalyst class is: 1. (5) Reactant: CO[CH:3](OC)[N:4]([CH3:6])C.[Cl:9][C:10]1[CH:11]=[C:12]([C@@H:17]2[O:23][CH2:22][CH2:21][N:20]([C:24]([O:26][C:27]([CH3:30])([CH3:29])[CH3:28])=[O:25])[CH2:19][C@H:18]2[CH2:31][C:32](=O)[CH2:33][C:34]([O:36][CH2:37][CH3:38])=[O:35])[CH:13]=[CH:14][C:15]=1[Cl:16].C[NH:41]N. Product: [Cl:9][C:10]1[CH:11]=[C:12]([C@@H:17]2[O:23][CH2:22][CH2:21][N:20]([C:24]([O:26][C:27]([CH3:28])([CH3:30])[CH3:29])=[O:25])[CH2:19][C@H:18]2[CH2:31][C:32]2[C:33]([C:34]([O:36][CH2:37][CH3:38])=[O:35])=[CH:3][N:4]([CH3:6])[N:41]=2)[CH:13]=[CH:14][C:15]=1[Cl:16]. The catalyst class is: 11. (6) Reactant: [CH3:1][C:2]([CH3:24])([CH3:23])[CH2:3][N:4]1[C:8]2[N:9]=[C:10]([C:13]#[N:14])[N:11]=[CH:12][C:7]=2[CH:6]=[C:5]1[CH2:15][N:16]1[CH2:21][CH2:20][C:19](=O)[CH2:18][CH2:17]1.N1C=CC=CC=1.[NH2:31][OH:32]. Product: [CH3:1][C:2]([CH3:24])([CH3:23])[CH2:3][N:4]1[C:8]2[N:9]=[C:10]([C:13]#[N:14])[N:11]=[CH:12][C:7]=2[CH:6]=[C:5]1[CH2:15][N:16]1[CH2:21][CH2:20][C:19](=[N:31][OH:32])[CH2:18][CH2:17]1. The catalyst class is: 2.